From a dataset of Forward reaction prediction with 1.9M reactions from USPTO patents (1976-2016). Predict the product of the given reaction. The product is: [Cl:1][C:2]1[CH:7]=[CH:6][C:5]([C:32]#[C:31][C:27]2[CH:26]=[C:25]([C:22]3[NH:21][N:20]=[C:19]([C:17]([N:14]4[CH2:15][CH2:16][CH:12]([N:11]([CH2:33][CH3:34])[CH2:9][CH3:10])[CH2:13]4)=[O:18])[C:23]=3[CH3:24])[CH:30]=[CH:29][CH:28]=2)=[CH:4][CH:3]=1. Given the reactants [Cl:1][C:2]1[CH:7]=[CH:6][C:5](I)=[CH:4][CH:3]=1.[CH2:9]([N:11]([CH2:33][CH3:34])[CH:12]1[CH2:16][CH2:15][N:14]([C:17]([C:19]2[C:23]([CH3:24])=[C:22]([C:25]3[CH:30]=[CH:29][CH:28]=[C:27]([C:31]#[CH:32])[CH:26]=3)[NH:21][N:20]=2)=[O:18])[CH2:13]1)[CH3:10], predict the reaction product.